Dataset: Catalyst prediction with 721,799 reactions and 888 catalyst types from USPTO. Task: Predict which catalyst facilitates the given reaction. (1) Reactant: [C:1]([C:3]1[C:8]([F:9])=[CH:7][C:6]([C:10]2[CH2:15][CH2:14][CH:13]([CH3:16])[CH2:12][CH:11]=2)=[CH:5][N:4]=1)#[CH:2].I[C:18]1[CH:33]=[CH:32][C:21]([O:22][CH2:23][CH2:24][N:25]2[CH2:30][CH2:29][CH:28]([CH3:31])[CH2:27][CH2:26]2)=[CH:20][CH:19]=1. Product: [F:9][C:8]1[C:3]([C:1]#[C:2][C:18]2[CH:19]=[CH:20][C:21]([O:22][CH2:23][CH2:24][N:25]3[CH2:26][CH2:27][CH:28]([CH3:31])[CH2:29][CH2:30]3)=[CH:32][CH:33]=2)=[N:4][CH:5]=[C:6]([C:10]2[CH2:15][CH2:14][CH:13]([CH3:16])[CH2:12][CH:11]=2)[CH:7]=1. The catalyst class is: 66. (2) Reactant: Br[C:2]1[CH:3]=[C:4]([CH:8]([NH:12][C:13]([C:15]2[CH:16]=[N:17][N:18]([C:21]3[CH:26]=[CH:25][C:24]([Cl:27])=[CH:23][CH:22]=3)[C:19]=2[CH3:20])=[O:14])[CH2:9][CH2:10][CH3:11])[CH:5]=[N:6][CH:7]=1.[CH3:28][O:29][C:30](=[O:36])[CH2:31][CH2:32][S:33]([O-:35])=[O:34].[Na+].[Cl-].[NH4+].[Na].C(=O)(O)[O-].[Na+]. Product: [N:6]1[CH:7]=[CH:2][CH:3]=[C:4]([CH:8]([NH:12][C:13]([C:15]2[CH:16]=[N:17][N:18]([C:21]3[CH:22]=[CH:23][C:24]([Cl:27])=[CH:25][CH:26]=3)[C:19]=2[CH3:20])=[O:14])[CH2:9][CH2:10][CH3:11])[CH:5]=1.[CH3:28][O:29][C:30](=[O:36])[CH2:31][CH2:32][S:33]([C:2]1[CH:7]=[N:6][CH:5]=[C:4]([CH:8]([NH:12][C:13]([C:15]2[CH:16]=[N:17][N:18]([C:21]3[CH:26]=[CH:25][C:24]([Cl:27])=[CH:23][CH:22]=3)[C:19]=2[CH3:20])=[O:14])[CH2:9][CH2:10][CH3:11])[CH:3]=1)(=[O:35])=[O:34]. The catalyst class is: 156. (3) Reactant: C([N:4]1[CH2:17][C:15]2=[C:16]3[C:11](=[CH:12][CH:13]=[CH:14]2)[CH:10]2[CH2:18][CH2:19][CH2:20][CH2:21][CH2:22][CH:9]2[CH2:8][N:7]3[CH2:6][CH2:5]1)(=O)C.[OH-].[K+].O. Product: [CH:12]1[CH:13]=[CH:14][C:15]2[CH2:17][NH:4][CH2:5][CH2:6][N:7]3[C:16]=2[C:11]=1[CH:10]1[CH2:18][CH2:19][CH2:20][CH2:21][CH2:22][CH:9]1[CH2:8]3. The catalyst class is: 5.